From a dataset of Catalyst prediction with 721,799 reactions and 888 catalyst types from USPTO. Predict which catalyst facilitates the given reaction. (1) Reactant: [Br:1][C:2]1[CH:3]=[C:4]([N:13]([C@H:16]2[CH2:21][CH2:20][C@H:19]([N:22](C(OC(C)(C)C)=O)[CH3:23])[CH2:18][CH2:17]2)[CH2:14][CH3:15])[C:5]([CH3:12])=[C:6]([CH:11]=1)[C:7]([O:9][CH3:10])=[O:8].Cl. Product: [Br:1][C:2]1[CH:3]=[C:4]([N:13]([CH2:14][CH3:15])[C@H:16]2[CH2:21][CH2:20][C@H:19]([NH:22][CH3:23])[CH2:18][CH2:17]2)[C:5]([CH3:12])=[C:6]([CH:11]=1)[C:7]([O:9][CH3:10])=[O:8]. The catalyst class is: 5. (2) Reactant: B(Br)(Br)Br.ClCCl.C([O:15][C:16]1[C:25]([O:26][CH3:27])=[CH:24][C:23]2[N:22]=[CH:21][C:20]3[N:28]([CH3:39])[N:29]=[C:30]([C:31]4[CH:38]=[CH:37][C:34]([C:35]#[N:36])=[CH:33][CH:32]=4)[C:19]=3[C:18]=2[CH:17]=1)C1C=CC=CC=1.O. Product: [OH:15][C:16]1[C:25]([O:26][CH3:27])=[CH:24][C:23]2[N:22]=[CH:21][C:20]3[N:28]([CH3:39])[N:29]=[C:30]([C:31]4[CH:38]=[CH:37][C:34]([C:35]#[N:36])=[CH:33][CH:32]=4)[C:19]=3[C:18]=2[CH:17]=1. The catalyst class is: 55. (3) The catalyst class is: 11. Product: [Cl:29][C:26]1[CH:27]=[CH:28][C:23]([O:22][CH2:21][C:10]2([CH3:20])[CH:11]([C:13]3[CH:14]=[CH:15][C:16]([Cl:19])=[CH:17][CH:18]=3)[CH2:12][NH:8][CH2:9]2)=[N:24][CH:25]=1. Reactant: C([N:8]1[CH2:12][CH:11]([C:13]2[CH:18]=[CH:17][C:16]([Cl:19])=[CH:15][CH:14]=2)[C:10]([CH2:21][O:22][C:23]2[CH:28]=[CH:27][C:26]([Cl:29])=[CH:25][N:24]=2)([CH3:20])[CH2:9]1)C1C=CC=CC=1.ClC(OC(Cl)C)=O.CCN(C(C)C)C(C)C. (4) Reactant: N#N.C(OC(=O)[NH:9][CH:10]([C:20]1[NH:24][C:23]2[CH:25]=[CH:26][C:27]([F:29])=[CH:28][C:22]=2[N:21]=1)[CH2:11][C:12]1[CH:17]=[CH:16][C:15]([Br:18])=[C:14]([F:19])[CH:13]=1)(C)(C)C.Cl. Product: [Br:18][C:15]1[CH:16]=[CH:17][C:12]([CH2:11][CH:10]([C:20]2[NH:24][C:23]3[CH:25]=[CH:26][C:27]([F:29])=[CH:28][C:22]=3[N:21]=2)[NH2:9])=[CH:13][C:14]=1[F:19]. The catalyst class is: 135.